This data is from Reaction yield outcomes from USPTO patents with 853,638 reactions. The task is: Predict the reaction yield, written as a fraction of the theoretical maximum amount of product (1.0 means a 100% yield; for example, 0.34 means a 34% yield). The reactants are [CH3:1][C:2]1[C:6]([CH3:7])=[C:5]([NH:8][C:9](=[O:16])OCC(Cl)(Cl)Cl)[O:4][N:3]=1.[Cl:17][C:18]1[CH:23]=[C:22]([Cl:24])[CH:21]=[CH:20][C:19]=1[C:25]1[N:26]=[C:27]([N:30]2[CH2:35][CH2:34][NH:33][CH2:32][CH2:31]2)[S:28][CH:29]=1.C(N(C(C)C)CC)(C)C.O. The catalyst is CS(C)=O. The product is [Cl:17][C:18]1[CH:23]=[C:22]([Cl:24])[CH:21]=[CH:20][C:19]=1[C:25]1[N:26]=[C:27]([N:30]2[CH2:31][CH2:32][N:33]([C:9]([NH:8][C:5]3[O:4][N:3]=[C:2]([CH3:1])[C:6]=3[CH3:7])=[O:16])[CH2:34][CH2:35]2)[S:28][CH:29]=1. The yield is 0.403.